Dataset: Catalyst prediction with 721,799 reactions and 888 catalyst types from USPTO. Task: Predict which catalyst facilitates the given reaction. Product: [Cl:1][C:2]1[CH:7]=[C:6]([OH:8])[CH:5]=[CH:4][C:3]=1[CH:10]([CH3:30])[C:11]([C:17]1[CH:18]=[CH:19][C:20]2[O:25][CH2:24][C:23](=[O:26])[N:22]([CH2:27][CH3:28])[C:21]=2[CH:29]=1)([OH:16])[C:12]([F:13])([F:14])[F:15]. The catalyst class is: 4. Reactant: [Cl:1][C:2]1[CH:7]=[C:6]([O:8]C)[CH:5]=[CH:4][C:3]=1[CH:10]([CH3:30])[C:11]([C:17]1[CH:18]=[CH:19][C:20]2[O:25][CH2:24][C:23](=[O:26])[N:22]([CH2:27][CH3:28])[C:21]=2[CH:29]=1)([OH:16])[C:12]([F:15])([F:14])[F:13].B(Br)(Br)Br.